Dataset: Full USPTO retrosynthesis dataset with 1.9M reactions from patents (1976-2016). Task: Predict the reactants needed to synthesize the given product. (1) Given the product [Br:1][C:2]1[CH:3]=[CH:4][C:5]2[N:6]([CH:10]=[C:11]([C:13]3[CH:18]=[CH:17][C:16]([F:19])=[CH:15][CH:14]=3)[N:8]=2)[CH:7]=1, predict the reactants needed to synthesize it. The reactants are: [Br:1][C:2]1[CH:3]=[CH:4][C:5]([NH2:8])=[N:6][CH:7]=1.Br[CH2:10][C:11]([C:13]1[CH:18]=[CH:17][C:16]([F:19])=[CH:15][CH:14]=1)=O.C(=O)(O)[O-].[Na+]. (2) Given the product [Cl:15][C:16]1[CH:17]=[CH:14][C:12]2[O:11][CH2:9][CH2:29][C:25]3[N:24]([CH:28]=[C:27]([C:53]([O:55][CH3:59])=[O:54])[N:26]=3)[C:13]=2[N:21]=1, predict the reactants needed to synthesize it. The reactants are: [CH3:13][CH:12]([O:11][C:9](/N=N/[C:9]([O:11][CH:12]([CH3:14])[CH3:13])=O)=O)[CH3:14].[Cl:15][C:16]1[N:21]=C(I)C(O)=C[CH:17]=1.[NH:24]1[CH:28]=[CH:27][N:26]=[C:25]1[CH2:29]CO.C1C=CC(P(C2C=CC=CC=2)C2C=CC=CC=2)=CC=1.N1CCC[C@H]1[C:53]([OH:55])=[O:54].[C:59](=O)([O-])[O-].[K+].[K+].C1C(=O)N(I)C(=O)C1.C([Mg]Br)C. (3) Given the product [F:21][C:22]([F:27])([F:26])[C:23]([O-:25])=[O:24].[F:1][C:2]([F:19])([F:20])[CH2:3][NH:4][C:5]([C:7]1([NH3+:11])[CH2:10][CH2:9][CH2:8]1)=[O:6], predict the reactants needed to synthesize it. The reactants are: [F:1][C:2]([F:20])([F:19])[CH2:3][NH:4][C:5]([C:7]1([NH:11]C(=O)OC(C)(C)C)[CH2:10][CH2:9][CH2:8]1)=[O:6].[F:21][C:22]([F:27])([F:26])[C:23]([OH:25])=[O:24]. (4) Given the product [P:10]([O-:14])([O-:13])([O-:12])=[O:11].[Zn+2:5].[P:10]([O-:14])([O-:13])([O-:12])=[O:11].[Zn+2:5].[Zn+2:5], predict the reactants needed to synthesize it. The reactants are: [N+]([O-])([O-])=O.[Zn+2:5].[N+]([O-])([O-])=O.[P:10]([O-:14])([O-:13])([O-:12])=[O:11].[Na+].[Na+].[Na+]. (5) Given the product [Cl:10][C:11]1[C:19]([C:20]([F:22])([F:23])[F:21])=[CH:18][CH:17]=[CH:16][C:12]=1[C:13]([N:7]1[CH2:8][CH2:9][C:4]2[CH:3]=[N:2][NH:1][C:5]=2[CH2:6]1)=[O:14], predict the reactants needed to synthesize it. The reactants are: [NH:1]1[C:5]2[CH2:6][NH:7][CH2:8][CH2:9][C:4]=2[CH:3]=[N:2]1.[Cl:10][C:11]1[C:19]([C:20]([F:23])([F:22])[F:21])=[CH:18][CH:17]=[CH:16][C:12]=1[C:13](O)=[O:14].CCN(C(C)C)C(C)C.CN(C(ON1N=NC2C=CC=NC1=2)=[N+](C)C)C.F[P-](F)(F)(F)(F)F.